This data is from Peptide-MHC class I binding affinity with 185,985 pairs from IEDB/IMGT. The task is: Regression. Given a peptide amino acid sequence and an MHC pseudo amino acid sequence, predict their binding affinity value. This is MHC class I binding data. (1) The MHC is HLA-A23:01 with pseudo-sequence HLA-A23:01. The binding affinity (normalized) is 0.749. The peptide sequence is AMVLSIVSLF. (2) The peptide sequence is FISGIQYLA. The MHC is HLA-A68:02 with pseudo-sequence HLA-A68:02. The binding affinity (normalized) is 0.773. (3) The peptide sequence is IARISALGF. The MHC is HLA-B57:01 with pseudo-sequence HLA-B57:01. The binding affinity (normalized) is 0.586.